Dataset: Forward reaction prediction with 1.9M reactions from USPTO patents (1976-2016). Task: Predict the product of the given reaction. (1) Given the reactants [Cl:1][C:2]1[N:7]=[CH:6][C:5]([CH2:8][NH:9][CH2:10][CH:11]([F:13])[F:12])=[CH:4][C:3]=1[F:14].[CH2:15]1[C:20](=[O:21])[O:19][CH2:18][C:16]1=O, predict the reaction product. The product is: [Cl:1][C:2]1[N:7]=[CH:6][C:5]([CH2:8][N:9]([CH2:10][CH:11]([F:13])[F:12])[C:16]2[CH2:18][O:19][C:20](=[O:21])[CH:15]=2)=[CH:4][C:3]=1[F:14]. (2) Given the reactants [C:1]([CH2:3][CH2:4][C:5]1[CH:6]=[C:7]([CH:10]=[CH:11][CH:12]=1)[CH:8]=O)#[N:2].[C:13]([C:16]1[C:17](=[O:25])[N:18]([CH3:24])[C:19]([CH3:23])=[CH:20][C:21]=1[OH:22])(=[O:15])[CH3:14], predict the reaction product. The product is: [OH:22][C:21]1[CH:20]=[C:19]([CH3:23])[N:18]([CH3:24])[C:17](=[O:25])[C:16]=1[C:13](=[O:15])[CH:14]=[CH:8][C:7]1[CH:10]=[CH:11][CH:12]=[C:5]([CH2:4][CH2:3][C:1]#[N:2])[CH:6]=1.